From a dataset of Full USPTO retrosynthesis dataset with 1.9M reactions from patents (1976-2016). Predict the reactants needed to synthesize the given product. Given the product [CH3:14][S:11]([C:9]1[CH:10]=[C:5]([C:3]([OH:4])=[O:2])[C:6]([C:15]2[CH:20]=[CH:19][CH:18]=[CH:17][CH:16]=2)=[CH:7][CH:8]=1)(=[O:12])=[O:13], predict the reactants needed to synthesize it. The reactants are: C[O:2][C:3]([C:5]1[C:6]([C:15]2[CH:20]=[CH:19][CH:18]=[CH:17][CH:16]=2)=[CH:7][CH:8]=[C:9]([S:11]([CH3:14])(=[O:13])=[O:12])[CH:10]=1)=[O:4].[OH-].[Na+].Cl.